Dataset: Catalyst prediction with 721,799 reactions and 888 catalyst types from USPTO. Task: Predict which catalyst facilitates the given reaction. Reactant: [S:1]1[CH:5]=[CH:4][CH:3]=[C:2]1[CH2:6][CH2:7][NH2:8].[C:9]1([C:18]2[CH:23]=[CH:22][CH:21]=[CH:20][CH:19]=2)[CH:14]=[CH:13][C:12]([C:15](Cl)=[O:16])=[CH:11][CH:10]=1.C(N(CC)CC)C. Product: [S:1]1[CH:5]=[CH:4][CH:3]=[C:2]1[CH2:6][CH2:7][NH:8][C:15]([C:12]1[CH:13]=[CH:14][C:9]([C:18]2[CH:19]=[CH:20][CH:21]=[CH:22][CH:23]=2)=[CH:10][CH:11]=1)=[O:16]. The catalyst class is: 1.